From a dataset of Forward reaction prediction with 1.9M reactions from USPTO patents (1976-2016). Predict the product of the given reaction. (1) Given the reactants F[C:2]1[C:3]([F:13])=[CH:4][C:5]2[O:10][CH2:9][C:8](=[O:11])[NH:7][C:6]=2[CH:12]=1.[Cl:14][CH2:15][CH2:16][CH2:17]I.C([O-])([O-])=O.[Cs+].[Cs+], predict the reaction product. The product is: [Cl:14][CH2:15][CH2:16][CH2:17][N:7]1[C:6]2[CH:12]=[CH:2][C:3]([F:13])=[CH:4][C:5]=2[O:10][CH2:9][C:8]1=[O:11]. (2) Given the reactants Cl.[Cl:2][C:3]1[CH:4]=[C:5]2[C:9](=[CH:10][CH:11]=1)[NH:8][CH:7]=[C:6]2[CH2:12][CH2:13][NH2:14].[F:15][C:16]1[CH:30]=[CH:29][C:28]([F:31])=[CH:27][C:17]=1[CH2:18][C:19]1[O:23][N:22]=[C:21]([C:24](O)=[O:25])[N:20]=1.CN(C(ON1N=NC2C=CC=NC1=2)=[N+](C)C)C.F[P-](F)(F)(F)(F)F.C(N(CC)C(C)C)(C)C, predict the reaction product. The product is: [Cl:2][C:3]1[CH:4]=[C:5]2[C:9](=[CH:10][CH:11]=1)[NH:8][CH:7]=[C:6]2[CH2:12][CH2:13][NH:14][C:24]([C:21]1[N:20]=[C:19]([CH2:18][C:17]2[CH:27]=[C:28]([F:31])[CH:29]=[CH:30][C:16]=2[F:15])[O:23][N:22]=1)=[O:25]. (3) The product is: [CH3:1][O:2][C:3]1[CH:4]=[C:5]([CH:15]=[CH:16][C:17]=1[NH:18][C:19]1[N:24]=[C:23]([NH:25][C:26]2[CH:31]=[CH:30][CH:29]=[CH:28][C:27]=2[C:32](=[O:35])[NH:33][CH3:34])[C:22]([C:36]([F:38])([F:37])[F:39])=[CH:21][N:20]=1)[CH2:6][P:7](=[O:11])([OH:14])[O:8][CH2:9][CH3:10]. Given the reactants [CH3:1][O:2][C:3]1[CH:4]=[C:5]([CH:15]=[CH:16][C:17]=1[NH:18][C:19]1[N:24]=[C:23]([NH:25][C:26]2[CH:31]=[CH:30][CH:29]=[CH:28][C:27]=2[C:32](=[O:35])[NH:33][CH3:34])[C:22]([C:36]([F:39])([F:38])[F:37])=[CH:21][N:20]=1)[CH2:6][P:7](=[O:14])([O:11]CC)[O:8][CH2:9][CH3:10], predict the reaction product. (4) Given the reactants [NH2:1][C@@H:2]1[CH2:6][N:5]([C:7](=[O:22])[CH2:8][NH:9][C:10](=[O:21])[C:11]2[CH:16]=[CH:15][CH:14]=[C:13]([C:17]([F:20])([F:19])[F:18])[CH:12]=2)[C@H:4]([CH3:23])[CH2:3]1.[OH:24][C:25]1([C:32]2[CH:37]=[CH:36][CH:35]=[CH:34][N:33]=2)[CH2:30][CH2:29][C:28](=O)[CH2:27][CH2:26]1.C(O[BH-](OC(=O)C)OC(=O)C)(=O)C.[Na+], predict the reaction product. The product is: [OH:24][C:25]1([C:32]2[CH:37]=[CH:36][CH:35]=[CH:34][N:33]=2)[CH2:30][CH2:29][CH:28]([NH:1][C@@H:2]2[CH2:6][N:5]([C:7](=[O:22])[CH2:8][NH:9][C:10](=[O:21])[C:11]3[CH:16]=[CH:15][CH:14]=[C:13]([C:17]([F:19])([F:20])[F:18])[CH:12]=3)[C@H:4]([CH3:23])[CH2:3]2)[CH2:27][CH2:26]1. (5) Given the reactants [CH:1]([O:4][C:5]1[CH:13]=[CH:12][C:11]([S:14]([CH3:17])(=[O:16])=[O:15])=[CH:10][C:6]=1[C:7]([OH:9])=O)([CH3:3])[CH3:2].Cl.[N:19]1[CH:24]=[CH:23][C:22]([S:25]([C:28]2[S:32][C:31]([N:33]3[CH2:38][CH2:37][NH:36][CH2:35][CH2:34]3)=[N:30][CH:29]=2)(=[O:27])=[O:26])=[CH:21][CH:20]=1, predict the reaction product. The product is: [CH:1]([O:4][C:5]1[CH:13]=[CH:12][C:11]([S:14]([CH3:17])(=[O:16])=[O:15])=[CH:10][C:6]=1[C:7]([N:36]1[CH2:35][CH2:34][N:33]([C:31]2[S:32][C:28]([S:25]([C:22]3[CH:23]=[CH:24][N:19]=[CH:20][CH:21]=3)(=[O:26])=[O:27])=[CH:29][N:30]=2)[CH2:38][CH2:37]1)=[O:9])([CH3:2])[CH3:3].